Dataset: Reaction yield outcomes from USPTO patents with 853,638 reactions. Task: Predict the reaction yield, written as a fraction of the theoretical maximum amount of product (1.0 means a 100% yield; for example, 0.34 means a 34% yield). The reactants are C(Cl)(=O)C(Cl)=O.[CH3:7][N:8]([CH:10]=[O:11])[CH3:9].[C:12]([NH:18][NH2:19])(=[O:17])C(C)(C)C.[CH2:20]([N:22](CC)[CH2:23]C)C. The product is [CH3:7][N:8]([C:10]([N:19]=[N:18][C:12]([N:22]([CH3:23])[CH3:20])=[O:17])=[O:11])[CH3:9]. The catalyst is C(Cl)Cl. The yield is 0.610.